The task is: Predict the product of the given reaction.. This data is from Forward reaction prediction with 1.9M reactions from USPTO patents (1976-2016). (1) Given the reactants O=O.N#N.[C:5]1([CH:12]([CH3:14])[CH3:13])[CH:10]=[CH:9][C:8]([CH3:11])=[CH:7][CH:6]=1, predict the reaction product. The product is: [CH3:11][C:8]1[CH2:9][CH:10]=[C:5]([CH:12]([CH3:14])[CH3:13])[CH2:6][CH:7]=1. (2) Given the reactants Br[C:2]1[C:3]([NH:12][C@H:13]2[CH2:17][CH2:16][CH2:15][C@@H:14]2[NH:18][C:19](=[O:31])[C:20]2[CH:25]=[CH:24][CH:23]=[CH:22][C:21]=2[N:26]2[N:30]=[CH:29][CH:28]=[N:27]2)=[N:4][CH:5]=[C:6]([C:8]([F:11])([F:10])[F:9])[CH:7]=1.[CH3:32]B(O)O.C(=O)([O-])[O-].[K+].[K+], predict the reaction product. The product is: [CH3:32][C:2]1[C:3]([NH:12][C@H:13]2[CH2:17][CH2:16][CH2:15][C@@H:14]2[NH:18][C:19](=[O:31])[C:20]2[CH:25]=[CH:24][CH:23]=[CH:22][C:21]=2[N:26]2[N:30]=[CH:29][CH:28]=[N:27]2)=[N:4][CH:5]=[C:6]([C:8]([F:10])([F:11])[F:9])[CH:7]=1. (3) Given the reactants [Br:1][C:2]1[C:7]([Cl:8])=[CH:6][C:5]([NH2:9])=[C:4]([O:10][CH3:11])[CH:3]=1.ClC1C(CC)=CC(OC)=C(N[CH2:20][C:21]([N:23]2[CH2:28][CH2:27][N:26]([CH:29]3[CH2:32][N:31]([C:33]([O:35][C:36]([CH3:39])([CH3:38])[CH3:37])=[O:34])[CH2:30]3)[CH2:25][CH2:24]2)=[O:22])C=1, predict the reaction product. The product is: [Br:1][C:2]1[C:7]([Cl:8])=[CH:6][C:5]([NH:9][CH2:20][C:21]([N:23]2[CH2:24][CH2:25][N:26]([CH:29]3[CH2:32][N:31]([C:33]([O:35][C:36]([CH3:39])([CH3:38])[CH3:37])=[O:34])[CH2:30]3)[CH2:27][CH2:28]2)=[O:22])=[C:4]([O:10][CH3:11])[CH:3]=1. (4) Given the reactants [I:1][C:2]1[C:10]2[C:5](=[CH:6][CH:7]=[C:8]([N+:11]([O-])=O)[CH:9]=2)[NH:4][N:3]=1, predict the reaction product. The product is: [I:1][C:2]1[C:10]2[C:5](=[CH:6][CH:7]=[C:8]([NH2:11])[CH:9]=2)[NH:4][N:3]=1.